This data is from Full USPTO retrosynthesis dataset with 1.9M reactions from patents (1976-2016). The task is: Predict the reactants needed to synthesize the given product. Given the product [C:1]([O:5][C:6](=[O:22])[NH:7][C:8]1[CH:13]=[C:12]([O:14][CH2:15][CH3:16])[C:11]([C:17]([F:20])([F:19])[F:18])=[CH:10][C:9]=1[NH:21][C:28](=[O:27])[CH2:29][C:30]([C:32]1[CH:37]=[CH:36][CH:35]=[C:34]([C:38]2[CH:43]=[CH:42][N:41]=[C:40]([CH2:44][CH3:45])[CH:39]=2)[CH:33]=1)=[O:31])([CH3:2])([CH3:3])[CH3:4], predict the reactants needed to synthesize it. The reactants are: [C:1]([O:5][C:6](=[O:22])[NH:7][C:8]1[CH:13]=[C:12]([O:14][CH2:15][CH3:16])[C:11]([C:17]([F:20])([F:19])[F:18])=[CH:10][C:9]=1[NH2:21])([CH3:4])([CH3:3])[CH3:2].C([O:27][C:28](=O)[CH2:29][C:30]([C:32]1[CH:37]=[CH:36][CH:35]=[C:34]([C:38]2[CH:43]=[CH:42][N:41]=[C:40]([CH2:44][CH3:45])[CH:39]=2)[CH:33]=1)=[O:31])(C)(C)C.